From a dataset of Forward reaction prediction with 1.9M reactions from USPTO patents (1976-2016). Predict the product of the given reaction. (1) Given the reactants [NH2:1][C:2]1[N:6]([C:7]2[CH:12]=[CH:11][CH:10]=[CH:9][CH:8]=2)[N:5]=[C:4]([S:13][CH3:14])[C:3]=1[C:15]([NH:17][CH2:18][C:19](=O)[C:20]1[CH:25]=[CH:24][CH:23]=[CH:22][CH:21]=1)=[O:16], predict the reaction product. The product is: [CH3:14][S:13][C:4]1[C:3]2[C:15](=[O:16])[NH:17][CH2:18][C:19]([C:20]3[CH:25]=[CH:24][CH:23]=[CH:22][CH:21]=3)=[N:1][C:2]=2[N:6]([C:7]2[CH:12]=[CH:11][CH:10]=[CH:9][CH:8]=2)[N:5]=1. (2) Given the reactants I[C:2]1[CH:3]=[N:4][N:5]([CH2:7][CH2:8][O:9][CH:10]2[CH2:15][CH2:14][CH2:13][CH2:12][O:11]2)[CH:6]=1.C([Mg]Cl)(C)C.CO[B:23]1[O:27][C:26]([CH3:29])([CH3:28])[C:25]([CH3:31])([CH3:30])[O:24]1, predict the reaction product. The product is: [O:11]1[CH2:12][CH2:13][CH2:14][CH2:15][CH:10]1[O:9][CH2:8][CH2:7][N:5]1[CH:6]=[C:2]([B:23]2[O:27][C:26]([CH3:29])([CH3:28])[C:25]([CH3:31])([CH3:30])[O:24]2)[CH:3]=[N:4]1. (3) Given the reactants Cl[CH2:2][CH:3]1[CH:5]([C:6]([O:8]CC)=O)[C:4]1([CH3:20])[C:11]1[CH:16]=[CH:15][CH:14]=[C:13]([N+:17]([O-:19])=[O:18])[CH:12]=1.[CH:21]1([CH2:27][CH2:28][CH2:29][NH2:30])[CH2:26][CH2:25][CH2:24][CH2:23][CH2:22]1, predict the reaction product. The product is: [CH:21]1([CH2:27][CH2:28][CH2:29][N:30]2[CH2:2][CH:3]3[CH:5]([C:4]3([CH3:20])[C:11]3[CH:16]=[CH:15][CH:14]=[C:13]([N+:17]([O-:19])=[O:18])[CH:12]=3)[C:6]2=[O:8])[CH2:26][CH2:25][CH2:24][CH2:23][CH2:22]1. (4) Given the reactants CC1C=CC=C([N+]([O-])=O)C=1C(OC(C1C([N+]([O-])=O)=CC=CC=1C)=O)=O.[C:26]([O:30][C:31](=[O:102])[CH2:32][CH2:33][C@H:34]([C:65](=[O:101])[NH:66][C@@H:67]([C:89](=[O:100])[NH:90][C:91]1([CH:94]([OH:99])[CH2:95][C:96](O)=[O:97])[CH2:93][CH2:92]1)[CH2:68][S:69][C:70]([C:83]1[CH:88]=[CH:87][CH:86]=[CH:85][CH:84]=1)([C:77]1[CH:82]=[CH:81][CH:80]=[CH:79][CH:78]=1)[C:71]1[CH:76]=[CH:75][CH:74]=[CH:73][CH:72]=1)[NH:35][C:36](=[O:64])[CH2:37][C@H:38]([OH:63])/[CH:39]=[CH:40]/[CH2:41][CH2:42][S:43][C:44]([C:57]1[CH:62]=[CH:61][CH:60]=[CH:59][CH:58]=1)([C:51]1[CH:56]=[CH:55][CH:54]=[CH:53][CH:52]=1)[C:45]1[CH:50]=[CH:49][CH:48]=[CH:47][CH:46]=1)([CH3:29])([CH3:28])[CH3:27], predict the reaction product. The product is: [C:26]([O:30][C:31](=[O:102])[CH2:32][CH2:33][C@H:34]1[NH:35][C:36](=[O:64])[CH2:37][C@@H:38](/[CH:39]=[CH:40]/[CH2:41][CH2:42][S:43][C:44]([C:45]2[CH:50]=[CH:49][CH:48]=[CH:47][CH:46]=2)([C:57]2[CH:58]=[CH:59][CH:60]=[CH:61][CH:62]=2)[C:51]2[CH:56]=[CH:55][CH:54]=[CH:53][CH:52]=2)[O:63][C:96](=[O:97])[CH2:95][CH:94]([OH:99])[C:91]2([CH2:92][CH2:93]2)[NH:90][C:89](=[O:100])[C@@H:67]([CH2:68][S:69][C:70]([C:71]2[CH:76]=[CH:75][CH:74]=[CH:73][CH:72]=2)([C:77]2[CH:78]=[CH:79][CH:80]=[CH:81][CH:82]=2)[C:83]2[CH:88]=[CH:87][CH:86]=[CH:85][CH:84]=2)[NH:66][C:65]1=[O:101])([CH3:28])([CH3:29])[CH3:27]. (5) Given the reactants [Cl:1]/[CH:2]=[CH:3]\Cl.C([CH:7]1[CH2:12][CH2:11][CH:10]=[CH:9][CH2:8]1)=C, predict the reaction product. The product is: [Cl:1]/[CH:2]=[CH:3]\[CH:11]1[CH2:10][CH2:9][CH:8]=[CH:7][CH2:12]1. (6) Given the reactants Cl[C:2]1[C:11]2[C:6](=[CH:7][C:8]([Cl:12])=[CH:9][CH:10]=2)[N:5]=[CH:4][C:3]=1[N+:13]([O-:15])=[O:14].[F:16][C:17]1[CH:23]=[CH:22][C:20]([NH2:21])=[CH:19][CH:18]=1, predict the reaction product. The product is: [Cl:12][C:8]1[CH:7]=[C:6]2[C:11]([C:2]([NH:21][C:20]3[CH:22]=[CH:23][C:17]([F:16])=[CH:18][CH:19]=3)=[C:3]([N+:13]([O-:15])=[O:14])[CH:4]=[N:5]2)=[CH:10][CH:9]=1.